From a dataset of Reaction yield outcomes from USPTO patents with 853,638 reactions. Predict the reaction yield, written as a fraction of the theoretical maximum amount of product (1.0 means a 100% yield; for example, 0.34 means a 34% yield). The reactants are [CH:1]([N:5]1[CH:10]=[CH:9][C:8]([C:11]([OH:13])=O)=[CH:7][C:6]1=[O:14])([CH2:3][CH3:4])[CH3:2].N1(O)C2C=CC=CC=2N=N1.Cl.CN(C)CCCN=C=NCC.C(N(CC)CC)C.[NH2:44][CH2:45][C:46]1[C:47]([OH:54])=[N:48][C:49]([CH3:53])=[CH:50][C:51]=1[CH3:52]. The catalyst is ClCCl.O. The product is [CH:1]([N:5]1[CH:10]=[CH:9][C:8]([C:11]([NH:44][CH2:45][C:46]2[C:47]([OH:54])=[N:48][C:49]([CH3:53])=[CH:50][C:51]=2[CH3:52])=[O:13])=[CH:7][C:6]1=[O:14])([CH2:3][CH3:4])[CH3:2]. The yield is 0.800.